This data is from Catalyst prediction with 721,799 reactions and 888 catalyst types from USPTO. The task is: Predict which catalyst facilitates the given reaction. (1) Reactant: ClCCl.[CH3:4][O:5][C:6]([C:8]1[O:9][C:10]([CH3:30])=[C:11]([CH2:13][S:14][C:15]2[CH:20]=[CH:19][C:18](B3OC(C)(C)C(C)(C)O3)=[CH:17][CH:16]=2)[CH:12]=1)=[O:7].[F:31][CH:32]([F:41])[O:33][C:34]1[CH:39]=[CH:38][C:37](I)=[CH:36][CH:35]=1.C(=O)([O-])[O-].[Cs+].[Cs+]. Product: [CH3:4][O:5][C:6]([C:8]1[O:9][C:10]([CH3:30])=[C:11]([CH2:13][S:14][C:15]2[CH:16]=[CH:17][C:18]([C:37]3[CH:38]=[CH:39][C:34]([O:33][CH:32]([F:41])[F:31])=[CH:35][CH:36]=3)=[CH:19][CH:20]=2)[CH:12]=1)=[O:7]. The catalyst class is: 12. (2) Reactant: [CH2:1]([C:5]1[O:6][C:7]([C:10]2[CH:11]=[C:12]3[C:16](=[CH:17][CH:18]=2)[N:15]([S:19]([C:22]2[CH:28]=[CH:27][C:25]([CH3:26])=[CH:24][CH:23]=2)(=[O:21])=[O:20])[CH:14]=[C:13]3B2OC(C)(C)C(C)(C)O2)=[N:8][N:9]=1)[CH:2]([CH3:4])[CH3:3].C1(P(C2CCCCC2)C2C=CC=CC=2C2C(C(C)C)=CC(C(C)C)=CC=2C(C)C)CCCCC1.Br[C:73]1[N:78]=[C:77]([CH:79]2[CH2:81][CH2:80]2)[CH:76]=[CH:75][N:74]=1.P([O-])([O-])([O-])=O.[K+].[K+].[K+]. Product: [CH:79]1([C:77]2[CH:76]=[CH:75][N:74]=[C:73]([C:13]3[C:12]4[C:16](=[CH:17][CH:18]=[C:10]([C:7]5[O:6][C:5]([CH2:1][CH:2]([CH3:3])[CH3:4])=[N:9][N:8]=5)[CH:11]=4)[N:15]([S:19]([C:22]4[CH:28]=[CH:27][C:25]([CH3:26])=[CH:24][CH:23]=4)(=[O:21])=[O:20])[CH:14]=3)[N:78]=2)[CH2:81][CH2:80]1. The catalyst class is: 110. (3) Reactant: [Cl:1][C:2]1[CH:3]=[C:4]([N+:12]([O-:14])=[O:13])[C:5]([CH3:11])=[C:6]([CH:10]=1)[C:7]([OH:9])=[O:8].[C:15](=O)([O-])[O-].[Na+].[Na+].CI.O. Product: [Cl:1][C:2]1[CH:3]=[C:4]([N+:12]([O-:14])=[O:13])[C:5]([CH3:11])=[C:6]([CH:10]=1)[C:7]([O:9][CH3:15])=[O:8]. The catalyst class is: 85. (4) Reactant: Br[C:10]1[CH:9]=[C:8]2[C:8](=[CH:9][CH:10]=1)[C@:7](N=C=O)([C:11](OC)=O)[CH2:11][CH2:7]2.F[C:19]1[CH:24]=[CH:23][C:22]([CH2:25][NH2:26])=[CH:21][CH:20]=1.[BH-](OC(C)=O)(OC(C)=O)OC(C)=O.[Na+]. Product: [CH2:25]([NH:26][C@@H:9]([CH:8]1[CH2:7][CH2:11]1)[CH3:10])[C:22]1[CH:23]=[CH:24][CH:19]=[CH:20][CH:21]=1. The catalyst class is: 5. (5) The catalyst class is: 1. Reactant: C(=O)([O-])[O-].[Na+].[Na+].[NH2:7][C:8]1[CH:9]=[C:10]2[C:15](=[C:16](Br)[N:17]=1)[N:14]=[CH:13][CH:12]=[CH:11]2.C1(P(C2C=CC=CC=2)C2C=CC=CC=2)C=CC=CC=1.[C:38]([C:40]1[CH:41]=[C:42](B(O)O)[CH:43]=[CH:44][CH:45]=1)#[N:39]. Product: [NH2:7][C:8]1[CH:9]=[C:10]2[C:15](=[C:16]([C:44]3[CH:43]=[CH:42][CH:41]=[C:40]([C:38]#[N:39])[CH:45]=3)[N:17]=1)[N:14]=[CH:13][CH:12]=[CH:11]2. (6) Reactant: [CH2:1]([C:3]1[CH:8]=[CH:7][C:6]([NH:9][C:10]2[N:14]([CH3:15])[C:13]3[CH:16]=[CH:17][C:18]([O:20][C:21]4(C(O)=O)[CH:26]=[CH:25][CH:24]=[CH:23][NH:22]4)=[CH:19][C:12]=3[N:11]=2)=[CH:5][CH:4]=1)[CH3:2].[N:30]1([CH2:35][CH2:36][NH2:37])[CH2:34][CH2:33][CH2:32][CH2:31]1.CN([C:41]([O:45]N1N=NC2C=CC=CC1=2)=[N+](C)C)C.F[P-](F)(F)(F)(F)F.C(N(CC)C(C)C)(C)C. Product: [CH2:1]([C:3]1[CH:8]=[CH:7][C:6]([NH:9][C:10]2[N:14]([CH3:15])[C:13]3[CH:16]=[CH:17][C:18]([O:20][C:21]4([CH:33]5[CH2:34][N:30]([CH2:35][CH2:36][NH:37][CH:41]=[O:45])[CH2:31][CH2:32]5)[CH:26]=[CH:25][CH:24]=[CH:23][NH:22]4)=[CH:19][C:12]=3[N:11]=2)=[CH:5][CH:4]=1)[CH3:2]. The catalyst class is: 7. (7) Reactant: [NH2:1]/[C:2](=[CH:8]\[C:9]([O:11][CH2:12][CH3:13])=[O:10])/[C:3]([O:5][CH2:6][CH3:7])=[O:4].CC1C=CC(S(O)(=O)=O)=CC=1.O.[F:26][C:27]1[CH:37]=[CH:36][C:30]([CH2:31][C:32](=[CH2:35])[CH:33]=O)=[CH:29][CH:28]=1. Product: [F:26][C:27]1[CH:37]=[CH:36][C:30]([CH2:31][C:32]2[CH:35]=[C:8]([C:9]([O:11][CH2:12][CH3:13])=[O:10])[C:2]([C:3]([O:5][CH2:6][CH3:7])=[O:4])=[N:1][CH:33]=2)=[CH:29][CH:28]=1. The catalyst class is: 114. (8) Reactant: [CH2:1]([O:3][C:4](=[O:20])[CH:5]([NH2:19])[CH2:6][CH2:7][C:8](=[O:18])[NH:9][CH:10]([C:13]([O:15][CH2:16][CH3:17])=[O:14])[CH2:11]O)[CH3:2].S(Cl)([Cl:23])=O. Product: [Cl-:23].[Cl:23][CH2:11][CH:10]([NH:9][C:8]([CH2:7][CH2:6][CH:5]([NH3+:19])[C:4]([O:3][CH2:1][CH3:2])=[O:20])=[O:18])[C:13]([O:15][CH2:16][CH3:17])=[O:14]. The catalyst class is: 4.